Task: Predict the reactants needed to synthesize the given product.. Dataset: Full USPTO retrosynthesis dataset with 1.9M reactions from patents (1976-2016) Given the product [CH3:22][O:21][C:15]1[CH:16]=[CH:17][C:18]2[C:13]([N:14]=1)=[C:12]1[CH2:23][CH:9]([CH2:8][OH:7])[O:10][C:11]1=[CH:20][N:19]=2, predict the reactants needed to synthesize it. The reactants are: Cl.C([SiH2][O:7][C:8](C)(C)[CH:9]1[CH2:23][C:12]2=[C:13]3[C:18](=[N:19][CH:20]=[C:11]2[O:10]1)[CH:17]=[CH:16][C:15]([O:21][CH3:22])=[N:14]3)(C)(C)C.